From a dataset of Forward reaction prediction with 1.9M reactions from USPTO patents (1976-2016). Predict the product of the given reaction. (1) Given the reactants [Cl:1][C:2]1[CH:3]=[CH:4][C:5]2[CH2:12][CH2:11][N:10]([CH3:13])[CH2:9][CH2:8][NH:7][C:6]=2[CH:14]=1.[N:15]([O-])=O.[Na+].C(=O)(O)[O-].[Na+].[H-].[Al+3].[Li+].[H-].[H-].[H-], predict the reaction product. The product is: [Cl:1][C:2]1[CH:3]=[CH:4][C:5]2[CH2:12][CH2:11][N:10]([CH3:13])[CH2:9][CH2:8][N:7]([NH2:15])[C:6]=2[CH:14]=1. (2) Given the reactants [CH2:1]([O:5][C:6]1[CH:7]=[C:8]2[C:12](=[CH:13][CH:14]=1)[NH:11][N:10]=[C:9]2[CH:15]=[O:16])[CH:2]([CH3:4])[CH3:3].[C:17](=O)([O-])[O-].[K+].[K+].CI.O, predict the reaction product. The product is: [CH2:1]([O:5][C:6]1[CH:7]=[C:8]2[C:12](=[CH:13][CH:14]=1)[N:11]([CH3:17])[N:10]=[C:9]2[CH:15]=[O:16])[CH:2]([CH3:4])[CH3:3]. (3) Given the reactants [Si]([O:8][CH2:9][CH2:10][N:11]([CH3:23])[C:12](=[O:22])[C:13]1[CH:18]=[CH:17][C:16](F)=[C:15]([Cl:20])[C:14]=1F)(C(C)(C)C)(C)C.C(=O)([O-])[O-].[K+].[K+].[OH:30][C:31]1[CH:32]=[C:33]([CH:38]=[C:39]([O:41][C@H:42]2[CH2:46][CH2:45][O:44][CH2:43]2)[CH:40]=1)[C:34]([O:36][CH3:37])=[O:35].O, predict the reaction product. The product is: [Cl:20][C:15]1[C:14]2[O:8][CH2:9][CH2:10][N:11]([CH3:23])[C:12](=[O:22])[C:13]=2[CH:18]=[CH:17][C:16]=1[O:30][C:31]1[CH:32]=[C:33]([CH:38]=[C:39]([O:41][C@H:42]2[CH2:46][CH2:45][O:44][CH2:43]2)[CH:40]=1)[C:34]([O:36][CH3:37])=[O:35]. (4) Given the reactants [Cl:1][C:2]1[N:7]=[C:6]([NH:8][NH:9][C:10](=[O:30])[C@H:11]([CH2:24][CH:25]2[CH2:29][CH2:28][CH2:27][CH2:26]2)[CH2:12][N:13]([O:16]CC2C=CC=CC=2)[CH:14]=[O:15])[C:5]([F:31])=[C:4]([NH:32][CH2:33][C:34]([CH3:42])([N:36]2[CH2:41][CH2:40][O:39][CH2:38][CH2:37]2)[CH3:35])[N:3]=1, predict the reaction product. The product is: [Cl:1][C:2]1[N:7]=[C:6]([NH:8][NH:9][C:10](=[O:30])[C@H:11]([CH2:24][CH:25]2[CH2:26][CH2:27][CH2:28][CH2:29]2)[CH2:12][N:13]([OH:16])[CH:14]=[O:15])[C:5]([F:31])=[C:4]([NH:32][CH2:33][C:34]([CH3:42])([N:36]2[CH2:37][CH2:38][O:39][CH2:40][CH2:41]2)[CH3:35])[N:3]=1. (5) Given the reactants [CH2:1]([Li])[CH2:2][CH2:3][CH3:4].[Li][Li], predict the reaction product. The product is: [CH3:4][C:3]1[CH2:1][C:2]2[C:1]([CH:2]=1)=[C:2]([C:3]1[C:4]3[C:3](=[CH:4][CH:1]=[CH:2][CH:3]=3)[CH:2]=[CH:1][CH:4]=1)[CH:1]=[CH:4][CH:3]=2. (6) Given the reactants FC(F)(F)S(O[C:7]1[CH2:12][CH:11]([CH3:13])[CH2:10][C:9](=[O:14])[CH:8]=1)(=O)=O.[B:17]1([B:17]2[O:21][C:20]([CH3:23])([CH3:22])[C:19]([CH3:25])([CH3:24])[O:18]2)[O:21][C:20]([CH3:23])([CH3:22])[C:19]([CH3:25])([CH3:24])[O:18]1.CC([O-])=O.[K+], predict the reaction product. The product is: [CH3:13][CH:11]1[CH2:10][C:9](=[O:14])[CH:8]=[C:7]([B:17]2[O:21][C:20]([CH3:23])([CH3:22])[C:19]([CH3:25])([CH3:24])[O:18]2)[CH2:12]1.